Dataset: Peptide-MHC class I binding affinity with 185,985 pairs from IEDB/IMGT. Task: Regression. Given a peptide amino acid sequence and an MHC pseudo amino acid sequence, predict their binding affinity value. This is MHC class I binding data. (1) The peptide sequence is DTVLEEMNL. The MHC is HLA-B18:01 with pseudo-sequence HLA-B18:01. The binding affinity (normalized) is 0. (2) The peptide sequence is APTGGVVKI. The MHC is HLA-B51:01 with pseudo-sequence HLA-B51:01. The binding affinity (normalized) is 0. (3) The peptide sequence is LERWHSLIKYL. The MHC is Mamu-B01 with pseudo-sequence Mamu-B01. The binding affinity (normalized) is 0. (4) The peptide sequence is AENLWVTVY. The MHC is HLA-B37:01 with pseudo-sequence HLA-B37:01. The binding affinity (normalized) is 0.562.